Dataset: Full USPTO retrosynthesis dataset with 1.9M reactions from patents (1976-2016). Task: Predict the reactants needed to synthesize the given product. (1) Given the product [CH2:27]1[C:28]2[C:33](=[CH:32][CH:31]=[CH:30][CH:29]=2)[CH2:34][CH2:35][N:26]1[CH2:25][CH:24]([OH:36])[CH2:23][NH:22][C:16]([C:15]1[CH:14]=[C:13]([CH:9]2[CH2:10][CH2:11][CH2:12][N:8]2[C:6]([O:5][C:1]([CH3:4])([CH3:3])[CH3:2])=[O:7])[CH:21]=[CH:20][CH:19]=1)=[O:17], predict the reactants needed to synthesize it. The reactants are: [C:1]([O:5][C:6]([N:8]1[CH2:12][CH2:11][CH2:10][CH:9]1[C:13]1[CH:14]=[C:15]([CH:19]=[CH:20][CH:21]=1)[C:16](O)=[O:17])=[O:7])([CH3:4])([CH3:3])[CH3:2].[NH2:22][CH2:23][CH:24]([OH:36])[CH2:25][N:26]1[CH2:35][CH2:34][C:33]2[C:28](=[CH:29][CH:30]=[CH:31][CH:32]=2)[CH2:27]1.C1N(P(Cl)(N2C(=O)OCC2)=O)C(=O)OC1.CCN(C(C)C)C(C)C. (2) Given the product [O:21]=[C:18]1[O:17][C@H:16]2[CH2:15][C@@H:14]([O:22][CH2:23][C:24]3[CH:29]=[CH:28][CH:27]=[CH:26][CH:25]=3)[C@H:13]([CH:12]=[O:11])[C@H:20]2[CH2:19]1, predict the reactants needed to synthesize it. The reactants are: C(Cl)(=O)C(Cl)=O.CS(C)=O.[OH:11][CH2:12][C@@H:13]1[C@@H:20]2[C@@H:16]([O:17][C:18](=[O:21])[CH2:19]2)[CH2:15][C@H:14]1[O:22][CH2:23][C:24]1[CH:29]=[CH:28][CH:27]=[CH:26][CH:25]=1.C(N(CC)CC)C.